This data is from Full USPTO retrosynthesis dataset with 1.9M reactions from patents (1976-2016). The task is: Predict the reactants needed to synthesize the given product. (1) Given the product [O:7]=[C:4]1[CH:5]=[CH:6][C:2](=[O:1])[N:3]1[CH2:8][CH:9]([S:14]([OH:17])(=[O:15])=[O:16])[CH2:10][C:11]([O:13][N:23]1[C:27](=[O:28])[CH2:26][CH2:25][C:24]1=[O:29])=[O:12], predict the reactants needed to synthesize it. The reactants are: [O:1]=[C:2]1[CH:6]=[CH:5][C:4](=[O:7])[N:3]1[CH2:8][CH:9]([S:14]([OH:17])(=[O:16])=[O:15])[CH2:10][C:11]([OH:13])=[O:12].C(Cl)CCl.O[N:23]1[C:27](=[O:28])[CH2:26][CH2:25][C:24]1=[O:29]. (2) Given the product [CH3:1][O:2][C:3](=[O:15])[CH2:4][C:5]1[C:13]2[C:8](=[N:9][CH:10]=[CH:11][CH:12]=2)[N:7]([CH2:19][C:20]2[CH:25]=[CH:24][C:23]([S:26]([CH3:29])(=[O:27])=[O:28])=[CH:22][C:21]=2[Cl:30])[C:6]=1[CH3:14], predict the reactants needed to synthesize it. The reactants are: [CH3:1][O:2][C:3](=[O:15])[CH2:4][C:5]1[C:13]2[C:8](=[N:9][CH:10]=[CH:11][CH:12]=2)[NH:7][C:6]=1[CH3:14].[H-].[Na+].Br[CH2:19][C:20]1[CH:25]=[CH:24][C:23]([S:26]([CH3:29])(=[O:28])=[O:27])=[CH:22][C:21]=1[Cl:30].[I-].[Na+].